From a dataset of Forward reaction prediction with 1.9M reactions from USPTO patents (1976-2016). Predict the product of the given reaction. (1) Given the reactants [N+:1]([C:4]1[CH:9]=[CH:8][C:7]([OH:10])=[CH:6][CH:5]=1)([O-:3])=[O:2].[Cl:11][C:12]1[CH:21]=[CH:20][C:15]([C:16](=[O:19])[CH2:17]Br)=[CH:14][CH:13]=1.C1(S)C=CC=CC=1, predict the reaction product. The product is: [N+:1]([C:4]1[CH:9]=[CH:8][C:7]([O:10][CH2:17][C:16]([C:15]2[CH:20]=[CH:21][C:12]([Cl:11])=[CH:13][CH:14]=2)=[O:19])=[CH:6][CH:5]=1)([O-:3])=[O:2]. (2) Given the reactants Cl[C:2]1C=C(C=C[CH:11]=1)C(OO)=O.C(S[C:15]1[CH:19]=[C:18]([C:20]([F:23])([F:22])[F:21])[S:17][C:16]=1[C:24]1[N:36]([CH3:37])[C:27]2=[N:28][CH:29]=[C:30]([C:32]([F:35])([F:34])[F:33])[CH:31]=[C:26]2[N:25]=1)C.[S:38]([O-:42])([O-])(=[O:40])=S.[Na+].[Na+], predict the reaction product. The product is: [CH2:2]([S:38]([C:15]1[CH:19]=[C:18]([C:20]([F:21])([F:23])[F:22])[S:17][C:16]=1[C:24]1[N:36]([CH3:37])[C:27]2=[N:28][CH:29]=[C:30]([C:32]([F:35])([F:33])[F:34])[CH:31]=[C:26]2[N:25]=1)(=[O:42])=[O:40])[CH3:11].